From a dataset of Full USPTO retrosynthesis dataset with 1.9M reactions from patents (1976-2016). Predict the reactants needed to synthesize the given product. (1) Given the product [CH2:21]([O:20][C:18](=[O:19])[NH:12][C@H:8]([C:4]1[CH:3]=[C:2]([Cl:1])[CH:7]=[CH:6][N:5]=1)[CH2:9][CH:10]=[CH2:11])[C:22]1[CH:27]=[CH:26][CH:25]=[CH:24][CH:23]=1, predict the reactants needed to synthesize it. The reactants are: [Cl:1][C:2]1[CH:7]=[CH:6][N:5]=[C:4]([C@@H:8]([NH2:12])[CH2:9][CH:10]=[CH2:11])[CH:3]=1.C([O-])(O)=O.[Na+].[C:18](Cl)([O:20][CH2:21][C:22]1[CH:27]=[CH:26][CH:25]=[CH:24][CH:23]=1)=[O:19]. (2) Given the product [CH3:58][C:49]([C:59]1[CH:63]=[C:62]([NH:64][C:12]([C@@H:8]2[CH2:9][CH2:10][CH2:11][N:7]2[CH:4]2[CH2:3][CH2:2][O:1][CH2:6][CH2:5]2)=[O:14])[O:61][N:60]=1)([CH3:48])[CH2:50][O:51][CH:52]1[CH2:57][CH2:56][CH2:55][CH2:54][O:53]1, predict the reactants needed to synthesize it. The reactants are: [O:1]1[CH2:6][CH2:5][CH:4]([N:7]2[CH2:11][CH2:10][CH2:9][C@H:8]2[C:12]([OH:14])=O)[CH2:3][CH2:2]1.C(N(C(C)C)CC)(C)C.CN(C(ON1N=NC2C=CC=NC1=2)=[N+](C)C)C.F[P-](F)(F)(F)(F)F.[CH3:48][C:49]([C:59]1[CH:63]=[C:62]([NH2:64])[O:61][N:60]=1)([CH3:58])[CH2:50][O:51][CH:52]1[CH2:57][CH2:56][CH2:55][CH2:54][O:53]1.[H-].[Na+]. (3) Given the product [CH:22]([C:25]1[N:29]=[C:28]([CH:30]2[CH2:35][CH2:34][N:33]([C:2]3[C:7]([C:8](=[O:10])[CH3:9])=[C:6]([O:11][C:12]4[CH:17]=[CH:16][C:15]([S:18]([CH3:21])(=[O:20])=[O:19])=[CH:14][CH:13]=4)[N:5]=[CH:4][N:3]=3)[CH2:32][CH2:31]2)[O:27][N:26]=1)([CH3:24])[CH3:23], predict the reactants needed to synthesize it. The reactants are: Cl[C:2]1[C:7]([C:8](=[O:10])[CH3:9])=[C:6]([O:11][C:12]2[CH:17]=[CH:16][C:15]([S:18]([CH3:21])(=[O:20])=[O:19])=[CH:14][CH:13]=2)[N:5]=[CH:4][N:3]=1.[CH:22]([C:25]1[N:29]=[C:28]([CH:30]2[CH2:35][CH2:34][NH:33][CH2:32][CH2:31]2)[O:27][N:26]=1)([CH3:24])[CH3:23].C(=O)([O-])[O-].[K+].[K+].O.